Dataset: Catalyst prediction with 721,799 reactions and 888 catalyst types from USPTO. Task: Predict which catalyst facilitates the given reaction. (1) Reactant: Br[CH2:2][C:3]([C:5]1[C:10](=[O:11])[NH:9][C:8]([CH:12]([CH3:14])[CH3:13])=[C:7]([C:15]([O:17][CH2:18][CH3:19])=[O:16])[CH:6]=1)=O.[S:20]1[CH:24]=[CH:23][CH:22]=[C:21]1[S:25]([CH2:28][C:29](=[S:31])[NH2:30])(=[O:27])=[O:26]. Product: [CH:12]([C:8]1[NH:9][C:10](=[O:11])[C:5]([C:3]2[N:30]=[C:29]([CH2:28][S:25]([C:21]3[S:20][CH:24]=[CH:23][CH:22]=3)(=[O:27])=[O:26])[S:31][CH:2]=2)=[CH:6][C:7]=1[C:15]([O:17][CH2:18][CH3:19])=[O:16])([CH3:14])[CH3:13]. The catalyst class is: 14. (2) Reactant: [F:1][C:2]1[C:3]([NH:18][C:19]2[CH:24]=[CH:23][C:22]([I:25])=[CH:21][C:20]=2[F:26])=[C:4]([CH:12]=[C:13]([CH:16]=[O:17])[C:14]=1[F:15])[C:5]([NH:7][O:8][CH2:9][CH2:10][OH:11])=[O:6].[CH2:27](O)[CH2:28][OH:29].O.C1(C)C=CC(S(O)(=O)=O)=CC=1.C(=O)(O)[O-].[Na+]. Product: [O:17]1[CH2:27][CH2:28][O:29][CH:16]1[C:13]1[C:14]([F:15])=[C:2]([F:1])[C:3]([NH:18][C:19]2[CH:24]=[CH:23][C:22]([I:25])=[CH:21][C:20]=2[F:26])=[C:4]([CH:12]=1)[C:5]([NH:7][O:8][CH2:9][CH2:10][OH:11])=[O:6]. The catalyst class is: 1. (3) Reactant: [Si:1]([O:8][CH:9]1[CH2:13][CH2:12][CH2:11][C:10]21[CH2:21][C:20]1[N:19]([CH2:22][O:23][CH2:24][CH2:25][Si:26]([CH3:29])([CH3:28])[CH3:27])[N:18]=[C:17]([C:30](O)=[O:31])[C:16]=1[CH2:15][CH2:14]2)([C:4]([CH3:7])([CH3:6])[CH3:5])([CH3:3])[CH3:2].[CH2:33]([N:40]1[CH:44]=[C:43]([NH2:45])[CH:42]=[N:41]1)[C:34]1[CH:39]=[CH:38][CH:37]=[CH:36][CH:35]=1.F[B-](F)(F)F.N1(OC(N(C)C)=[N+](C)C)C2C=CC=CC=2N=N1.C(N(C(C)C)C(C)C)C. Product: [CH2:33]([N:40]1[CH:44]=[C:43]([NH:45][C:30]([C:17]2[C:16]3[CH2:15][CH2:14][C:10]4([CH2:11][CH2:12][CH2:13][CH:9]4[O:8][Si:1]([C:4]([CH3:5])([CH3:6])[CH3:7])([CH3:2])[CH3:3])[CH2:21][C:20]=3[N:19]([CH2:22][O:23][CH2:24][CH2:25][Si:26]([CH3:28])([CH3:29])[CH3:27])[N:18]=2)=[O:31])[CH:42]=[N:41]1)[C:34]1[CH:35]=[CH:36][CH:37]=[CH:38][CH:39]=1. The catalyst class is: 508. (4) Reactant: [OH-].[K+].[Cl:3][C:4]1[CH:5]=[C:6]2[C:11](=[CH:12][CH:13]=1)[N:10]=[C:9]([C:14]([O:16]CC)=[O:15])[C:8]([OH:19])=[N:7]2. Product: [Cl:3][C:4]1[CH:5]=[C:6]2[C:11](=[CH:12][CH:13]=1)[N:10]=[C:9]([C:14]([OH:16])=[O:15])[C:8]([OH:19])=[N:7]2. The catalyst class is: 378. (5) Reactant: [S:1]1[CH:5]=[CH:4][N:3]=[C:2]1[C:6]([OH:8])=O.CN(C(ON1N=NC2C=CC=NC1=2)=[N+](C)C)C.F[P-](F)(F)(F)(F)F.CCN(C(C)C)C(C)C.Cl.[NH2:43][CH:44]1[C:49](=[O:50])[CH2:48][CH2:47][N:46]([C:51]([O:53][CH2:54][C:55]2[CH:60]=[CH:59][CH:58]=[CH:57][CH:56]=2)=[O:52])[CH2:45]1. Product: [O:50]=[C:49]1[CH2:48][CH2:47][N:46]([C:51]([O:53][CH2:54][C:55]2[CH:60]=[CH:59][CH:58]=[CH:57][CH:56]=2)=[O:52])[CH2:45][CH:44]1[NH:43][C:6]([C:2]1[S:1][CH:5]=[CH:4][N:3]=1)=[O:8]. The catalyst class is: 18. (6) Reactant: C(OC([N:8]1[CH2:13][CH2:12][N:11]([CH2:14][CH:15]([C:37](=[O:40])[NH:38][OH:39])[CH:16]([OH:36])[C:17]2[CH:22]=[CH:21][C:20]([O:23][CH2:24][C:25]3[C:34]4[C:29](=[CH:30][CH:31]=[CH:32][CH:33]=4)[N:28]=[C:27]([CH3:35])[CH:26]=3)=[CH:19][CH:18]=2)[CH2:10][CH2:9]1)=O)(C)(C)C.C(O)(C(F)(F)F)=O. Product: [OH:36][CH:16]([C:17]1[CH:18]=[CH:19][C:20]([O:23][CH2:24][C:25]2[C:34]3[C:29](=[CH:30][CH:31]=[CH:32][CH:33]=3)[N:28]=[C:27]([CH3:35])[CH:26]=2)=[CH:21][CH:22]=1)[CH:15]([CH2:14][N:11]1[CH2:12][CH2:13][NH:8][CH2:9][CH2:10]1)[C:37]([NH:38][OH:39])=[O:40]. The catalyst class is: 2.